From a dataset of Forward reaction prediction with 1.9M reactions from USPTO patents (1976-2016). Predict the product of the given reaction. (1) Given the reactants [C:1]([C:4]1[C:22](=[O:23])[C@@:8]2([CH3:24])[C:9]3[C:15]([OH:16])=[CH:14][C:13]([O:17][CH3:18])=[C:12]([C:19]([NH2:21])=[O:20])[C:10]=3[O:11][C:7]2=[CH:6][C:5]=1[OH:25])(=[O:3])[CH3:2].[Cl:26][C:27]1[CH:46]=[C:45]([F:47])[CH:44]=[CH:43][C:28]=1[CH2:29][O:30][C:31]1[C:40]2[C:35](=[CH:36][CH:37]=[CH:38][CH:39]=2)[C:34]([CH:41]=O)=[CH:33][CH:32]=1.C([SiH](CC)CC)C.FC(F)(F)C(O)=O, predict the reaction product. The product is: [C:1]([C:4]1[C:22](=[O:23])[C@@:8]2([CH3:24])[C:9]3[C:15]([OH:16])=[CH:14][C:13]([O:17][CH3:18])=[C:12]([C:19]([NH:21][CH2:41][C:34]4[C:35]5[C:40](=[CH:39][CH:38]=[CH:37][CH:36]=5)[C:31]([O:30][CH2:29][C:28]5[CH:43]=[CH:44][C:45]([F:47])=[CH:46][C:27]=5[Cl:26])=[CH:32][CH:33]=4)=[O:20])[C:10]=3[O:11][C:7]2=[CH:6][C:5]=1[OH:25])(=[O:3])[CH3:2]. (2) Given the reactants [C:1]([O:5][C:6]([NH:8][C@H:9]([C:14]([O:16][CH2:17][O:18][C:19](=[O:43])[N:20]([C:33]1[N:42]=[C:36]2[CH:37]=[CH:38][C:39](Cl)=[CH:40][N:35]2[N:34]=1)[C:21]1[CH:26]=[CH:25][C:24]([S:27]([CH3:30])(=[O:29])=[O:28])=[CH:23][C:22]=1[O:31][CH3:32])=[O:15])[CH2:10][CH:11]([CH3:13])[CH3:12])=[O:7])([CH3:4])([CH3:3])[CH3:2].[F:44][C:45]1[CH:50]=[CH:49][C:48]([C@@H:51]([CH3:64])[C:52]([NH:54][C:55]2[CH:60]=[CH:59][C:58](B(O)O)=[CH:57][CH:56]=2)=[O:53])=[CH:47][CH:46]=1.O.P([O-])([O-])([O-])=O.[K+].[K+].[K+].C1(P(C2CCCCC2)C2C=CC=CC=2C2C(OC)=CC=CC=2OC)CCCCC1, predict the reaction product. The product is: [C:1]([O:5][C:6]([NH:8][C@H:9]([C:14]([O:16][CH2:17][O:18][C:19](=[O:43])[N:20]([C:33]1[N:42]=[C:36]2[CH:37]=[CH:38][C:39]([C:58]3[CH:57]=[CH:56][C:55]([NH:54][C:52](=[O:53])[C@@H:51]([C:48]4[CH:47]=[CH:46][C:45]([F:44])=[CH:50][CH:49]=4)[CH3:64])=[CH:60][CH:59]=3)=[CH:40][N:35]2[N:34]=1)[C:21]1[CH:26]=[CH:25][C:24]([S:27]([CH3:30])(=[O:29])=[O:28])=[CH:23][C:22]=1[O:31][CH3:32])=[O:15])[CH2:10][CH:11]([CH3:13])[CH3:12])=[O:7])([CH3:4])([CH3:3])[CH3:2]. (3) Given the reactants [Br:1][C:2]1[CH:10]=[C:9]2[C:5]([C:6]3[C:14]([C:15]4[C:16]([CH3:32])=[C:17]([NH:21]C(=O)OCC5C=CC=CC=5)[CH:18]=[CH:19][CH:20]=4)=[CH:13][N:12]=[C:11]([C:33](=[O:35])[NH2:34])[C:7]=3[NH:8]2)=[CH:4][CH:3]=1.I[Si](C)(C)C.C(OCC)(=O)C.CCCCCC, predict the reaction product. The product is: [NH2:21][C:17]1[C:16]([CH3:32])=[C:15]([C:14]2[C:6]3[C:5]4[C:9](=[CH:10][C:2]([Br:1])=[CH:3][CH:4]=4)[NH:8][C:7]=3[C:11]([C:33]([NH2:34])=[O:35])=[N:12][CH:13]=2)[CH:20]=[CH:19][CH:18]=1. (4) Given the reactants [NH2:1][C:2]1[CH:10]=[CH:9][C:8]([Cl:11])=[CH:7][C:3]=1[C:4]([OH:6])=O.ClC1C=CC2[N:21]=[C:20]([CH3:22])OC(=O)C=2C=1.[OH-].[Na+].C(O)(=O)C, predict the reaction product. The product is: [Cl:11][C:8]1[CH:7]=[C:3]2[C:2](=[CH:10][CH:9]=1)[N:1]=[C:20]([CH3:22])[NH:21][C:4]2=[O:6]. (5) Given the reactants [NH2:1][C:2]1=[C:3]([Cl:18])[C:4](=[O:17])[C:5]([CH3:16])=[CH:6]/[C:7]/1=[N:8]/[C:9]1[CH:14]=[CH:13][C:12]([NH2:15])=[CH:11][CH:10]=1.S(S([O-])=O)([O-])=O.[Na+].[Na+], predict the reaction product. The product is: [NH2:1][C:2]1[C:3]([Cl:18])=[C:4]([OH:17])[C:5]([CH3:16])=[CH:6][C:7]=1[NH:8][C:9]1[CH:10]=[CH:11][C:12]([NH2:15])=[CH:13][CH:14]=1. (6) Given the reactants FC1C=C(C[C@H](NC(=O)CN2C3CCCCC=3C(C(F)(F)F)=N2)C2N(C3C=CC(OC)=CC=3)C=CN=2)C=C(F)C=1.[C:41]1([CH2:47][C@@H:48]([C:50]2[O:54][N:53]=[C:52]([C:55]3[CH:60]=[CH:59][CH:58]=[CH:57][CH:56]=3)[N:51]=2)[NH2:49])[CH:46]=[CH:45][CH:44]=[CH:43][CH:42]=1.[F:61][C:62]1[CH:63]=[C:64]2[C:68](=[CH:69][CH:70]=1)[NH:67][CH:66]=[C:65]2[CH2:71][C:72](O)=[O:73], predict the reaction product. The product is: [F:61][C:62]1[CH:63]=[C:64]2[C:68](=[CH:69][CH:70]=1)[NH:67][CH:66]=[C:65]2[CH2:71][C:72]([NH:49][C@H:48]([C:50]1[O:54][N:53]=[C:52]([C:55]2[CH:60]=[CH:59][CH:58]=[CH:57][CH:56]=2)[N:51]=1)[CH2:47][C:41]1[CH:42]=[CH:43][CH:44]=[CH:45][CH:46]=1)=[O:73]. (7) Given the reactants O[C:2]1[CH:7]=[CH:6][N:5]=[C:4]([C:8]([F:11])([F:10])[F:9])[CH:3]=1.C1CCCCC1.CN(C=O)C.C(Cl)(=O)C([Cl:26])=O, predict the reaction product. The product is: [Cl:26][C:2]1[CH:7]=[CH:6][N:5]=[C:4]([C:8]([F:11])([F:10])[F:9])[CH:3]=1. (8) Given the reactants [Br:1][C:2]1[CH:11]=[C:10]2[C:5]([C:6](Cl)=[CH:7][CH:8]=[N:9]2)=[N:4][CH:3]=1.[NH3:13].O, predict the reaction product. The product is: [Br:1][C:2]1[CH:11]=[C:10]2[C:5]([C:6]([NH2:13])=[CH:7][CH:8]=[N:9]2)=[N:4][CH:3]=1. (9) Given the reactants Cl[CH2:2][C:3]1[N:4]=[C:5]2[N:10]=[CH:9][C:8]([C:11]3[CH:16]=[CH:15][C:14]([F:17])=[CH:13][C:12]=3[CH3:18])=[N:7][N:6]2[CH:19]=1.[F:20][C:21]1[CH:22]=[CH:23][C:24]([OH:27])=[N:25][CH:26]=1, predict the reaction product. The product is: [F:17][C:14]1[CH:15]=[CH:16][C:11]([C:8]2[CH:9]=[N:10][C:5]3[N:6]([CH:19]=[C:3]([CH2:2][O:27][C:24]4[CH:23]=[CH:22][C:21]([F:20])=[CH:26][N:25]=4)[N:4]=3)[N:7]=2)=[C:12]([CH3:18])[CH:13]=1. (10) The product is: [CH2:6]([NH:13][CH2:3][CH:2]([F:5])[F:1])[C:7]1[CH:12]=[CH:11][CH:10]=[CH:9][CH:8]=1. Given the reactants [F:1][CH:2]([F:5])[CH2:3]Cl.[CH2:6]([NH2:13])[C:7]1[CH:12]=[CH:11][CH:10]=[CH:9][CH:8]=1.[Br-].[K+].C(N(CC)CC)C.Cl, predict the reaction product.